This data is from Full USPTO retrosynthesis dataset with 1.9M reactions from patents (1976-2016). The task is: Predict the reactants needed to synthesize the given product. (1) Given the product [N:1]1[CH:2]=[CH:3][C:4]([C:7]2[CH:8]=[C:9]([CH:24]=[CH:25][CH:26]=2)[CH2:10][CH:11]2[CH2:12][CH2:13][NH:14][CH2:15][CH2:16]2)=[CH:5][CH:6]=1, predict the reactants needed to synthesize it. The reactants are: [N:1]1[CH:6]=[CH:5][C:4]([C:7]2[CH:8]=[C:9]([CH:24]=[CH:25][CH:26]=2)[CH2:10][CH:11]2[CH2:16][CH2:15][N:14](C(OC(C)(C)C)=O)[CH2:13][CH2:12]2)=[CH:3][CH:2]=1.C(O)(C(F)(F)F)=O. (2) Given the product [Si:60]([O:59][C@H:58]([C:67]1[CH:76]=[CH:75][C:74]([OH:77])=[C:73]2[C:68]=1[CH:69]=[CH:70][C:71](=[O:78])[NH:72]2)[CH2:57][NH:56][CH2:17][C:16]1([OH:18])[CH2:19][CH2:20][N:13]([CH2:12][CH2:11][CH2:10][O:9][CH2:8][CH2:7][C:1]2[CH:6]=[CH:5][CH:4]=[CH:3][CH:2]=2)[CH2:14][CH2:15]1)([C:63]([CH3:66])([CH3:65])[CH3:64])([CH3:62])[CH3:61], predict the reactants needed to synthesize it. The reactants are: [C:1]1([CH2:7][CH2:8][O:9][CH2:10][CH2:11][CH2:12][N:13]2[CH2:20][CH2:19][C:16]3([O:18][CH2:17]3)[CH2:15][CH2:14]2)[CH:6]=[CH:5][CH:4]=[CH:3][CH:2]=1.OC1C=CC([C@@H](O)CNCC2(O)CCN(CCOCCC3C=CC=CC=3)CC2)=C2C=1NC(=O)C=C2.[NH2:56][CH2:57][C@@H:58]([C:67]1[CH:76]=[CH:75][C:74]([OH:77])=[C:73]2[C:68]=1[CH:69]=[CH:70][C:71](=[O:78])[NH:72]2)[O:59][Si:60]([C:63]([CH3:66])([CH3:65])[CH3:64])([CH3:62])[CH3:61].